From a dataset of Full USPTO retrosynthesis dataset with 1.9M reactions from patents (1976-2016). Predict the reactants needed to synthesize the given product. (1) Given the product [CH2:1]([C:3]1[CH:8]=[CH:7][C:6]([S:9]([NH:19][C:17]2[N:16]([C:20]3[CH:29]=[CH:28][CH:27]=[C:26]4[C:21]=3[CH:22]=[CH:23][CH:24]=[N:25]4)[N:15]=[C:14]([CH3:13])[CH:18]=2)(=[O:11])=[O:10])=[CH:5][CH:4]=1)[CH3:2], predict the reactants needed to synthesize it. The reactants are: [CH2:1]([C:3]1[CH:8]=[CH:7][C:6]([S:9](Cl)(=[O:11])=[O:10])=[CH:5][CH:4]=1)[CH3:2].[CH3:13][C:14]1[CH:18]=[C:17]([NH2:19])[N:16]([C:20]2[CH:29]=[CH:28][CH:27]=[C:26]3[C:21]=2[CH:22]=[CH:23][CH:24]=[N:25]3)[N:15]=1.ClCCl. (2) Given the product [CH3:30][CH:31]([CH3:37])[CH2:32][S:33]([N:3]1[CH2:7][CH2:6][CH2:5][CH:4]1[CH2:8][NH:9][C:10]([NH:12][C:13]1[N:14]=[C:15]2[CH:21]=[CH:20][N:19]([CH2:22][O:23][CH2:24][CH2:25][Si:26]([CH3:29])([CH3:28])[CH3:27])[C:16]2=[N:17][CH:18]=1)=[O:11])(=[O:35])=[O:34], predict the reactants needed to synthesize it. The reactants are: Cl.Cl.[NH:3]1[CH2:7][CH2:6][CH2:5][CH:4]1[CH2:8][NH:9][C:10]([NH:12][C:13]1[N:14]=[C:15]2[CH:21]=[CH:20][N:19]([CH2:22][O:23][CH2:24][CH2:25][Si:26]([CH3:29])([CH3:28])[CH3:27])[C:16]2=[N:17][CH:18]=1)=[O:11].[CH3:30][CH:31]([CH3:37])[CH2:32][S:33](Cl)(=[O:35])=[O:34]. (3) Given the product [N:34]1[NH:37][N:38]=[N:39][C:33]=1[N:30]1[CH2:31][CH2:32][CH:27]([O:26][C:25]2[C:20]3[S:19][CH:18]=[C:17]([C:8]4[CH:9]=[CH:10][C:11]([S:13]([CH3:16])(=[O:14])=[O:15])=[CH:12][C:7]=4[F:6])[C:21]=3[N:22]=[CH:23][N:24]=2)[CH2:28][CH2:29]1, predict the reactants needed to synthesize it. The reactants are: CN(C)C=O.[F:6][C:7]1[CH:12]=[C:11]([S:13]([CH3:16])(=[O:15])=[O:14])[CH:10]=[CH:9][C:8]=1[C:17]1[C:21]2[N:22]=[CH:23][N:24]=[C:25]([O:26][CH:27]3[CH2:32][CH2:31][N:30]([C:33]#[N:34])[CH2:29][CH2:28]3)[C:20]=2[S:19][CH:18]=1.[NH4+].[Cl-].[N-:37]=[N+:38]=[N-:39].[Na+]. (4) Given the product [Br:8][C:4]1[CH:3]=[C:2]([N:10]2[CH2:13][CH2:12][CH2:11]2)[CH:7]=[CH:6][CH:5]=1, predict the reactants needed to synthesize it. The reactants are: Br[C:2]1[CH:7]=[CH:6][CH:5]=[C:4]([Br:8])[CH:3]=1.Cl.[NH:10]1[CH2:13][CH2:12][CH2:11]1.C1C=CC(P(C2C(C3C(P(C4C=CC=CC=4)C4C=CC=CC=4)=CC=C4C=3C=CC=C4)=C3C(C=CC=C3)=CC=2)C2C=CC=CC=2)=CC=1.[Na].